This data is from Reaction yield outcomes from USPTO patents with 853,638 reactions. The task is: Predict the reaction yield, written as a fraction of the theoretical maximum amount of product (1.0 means a 100% yield; for example, 0.34 means a 34% yield). (1) The reactants are [F:1][CH:2]([F:27])[O:3][C:4]1[CH:23]=[C:22]([N+:24]([O-])=O)[CH:21]=[CH:20][C:5]=1[O:6][CH:7]1[CH2:12][CH2:11][N:10]([C:13]([O:15][C:16]([CH3:19])([CH3:18])[CH3:17])=[O:14])[CH2:9][CH2:8]1. The catalyst is [Pd].CO. The product is [NH2:24][C:22]1[CH:21]=[CH:20][C:5]([O:6][CH:7]2[CH2:12][CH2:11][N:10]([C:13]([O:15][C:16]([CH3:18])([CH3:19])[CH3:17])=[O:14])[CH2:9][CH2:8]2)=[C:4]([O:3][CH:2]([F:27])[F:1])[CH:23]=1. The yield is 0.630. (2) The reactants are [CH:1]1[C:9]2[C:8]3[CH:10]=[CH:11][CH:12]=[CH:13][C:7]=3[O:6][C:5]=2[C:4](B(O)O)=[CH:3][CH:2]=1.[CH3:17][O:18][C:19](=[O:42])[CH2:20][CH2:21][C:22]([C:24]1[C:32]2[C:27](=[CH:28][CH:29]=[C:30]([Cl:33])[CH:31]=2)[N:26]([CH2:34][C:35]2[CH:36]=[N:37][C:38](Cl)=[CH:39][CH:40]=2)[CH:25]=1)=[O:23].C(=O)([O-])[O-].[Na+].[Na+]. The catalyst is CO.C1(C)C=CC=CC=1.[Pd].C1(P(C2C=CC=CC=2)C2C=CC=CC=2)C=CC=CC=1.C1(P(C2C=CC=CC=2)C2C=CC=CC=2)C=CC=CC=1.C1(P(C2C=CC=CC=2)C2C=CC=CC=2)C=CC=CC=1.C1(P(C2C=CC=CC=2)C2C=CC=CC=2)C=CC=CC=1. The product is [CH3:17][O:18][C:19](=[O:42])[CH2:20][CH2:21][C:22]([C:24]1[C:32]2[C:27](=[CH:28][CH:29]=[C:30]([Cl:33])[CH:31]=2)[N:26]([CH2:34][C:35]2[CH:36]=[N:37][C:38]([C:4]3[C:5]4[O:6][C:7]5[CH:13]=[CH:12][CH:11]=[CH:10][C:8]=5[C:9]=4[CH:1]=[CH:2][CH:3]=3)=[CH:39][CH:40]=2)[CH:25]=1)=[O:23]. The yield is 0.820. (3) The reactants are [F:1][C:2]1[CH:7]=[CH:6][C:5]([C:8]2[N:9]=[C:10]3[C:15](=[N:16][CH:17]=2)[N:14]=[C:13](S(C)=O)[N:12]=[C:11]3[NH:21][CH2:22][C:23]([F:26])([F:25])[F:24])=[CH:4][CH:3]=1.[NH2:27][CH:28]([C:30]1[CH:35]=[CH:34][C:33]([S:36]([NH2:39])(=[O:38])=[O:37])=[CH:32][CH:31]=1)[CH3:29]. The catalyst is O1CCOCC1. The product is [F:1][C:2]1[CH:3]=[CH:4][C:5]([C:8]2[N:9]=[C:10]3[C:15](=[N:16][CH:17]=2)[N:14]=[C:13]([NH:27][CH:28]([C:30]2[CH:31]=[CH:32][C:33]([S:36]([NH2:39])(=[O:37])=[O:38])=[CH:34][CH:35]=2)[CH3:29])[N:12]=[C:11]3[NH:21][CH2:22][C:23]([F:25])([F:24])[F:26])=[CH:6][CH:7]=1. The yield is 0.250. (4) The reactants are [CH3:1][C:2]([CH3:15])([CH3:14])[C:3]#[C:4][C:5]1[S:9][C:8]([C:10]([OH:12])=[O:11])=[C:7]([I:13])[CH:6]=1.[CH3:16]N(C=O)C.C(Cl)(=O)C(Cl)=O. The catalyst is ClCCl. The product is [CH3:16][O:11][C:10]([C:8]1[S:9][C:5]([C:4]#[C:3][C:2]([CH3:15])([CH3:14])[CH3:1])=[CH:6][C:7]=1[I:13])=[O:12]. The yield is 0.800. (5) The reactants are Br[C:2]1[CH:7]=[CH:6][C:5]([C:8](=[O:20])[CH2:9][CH2:10][C:11](=[O:19])[CH2:12][CH2:13][C:14]([O:16][CH2:17][CH3:18])=[O:15])=[CH:4][CH:3]=1.[O:21]1[CH2:25][CH2:24][NH:23][C:22]1=[O:26].N1CCC[C@H]1C(O)=O.C([O-])([O-])=O.[K+].[K+]. The catalyst is O1CCOCC1.[Cu]I. The product is [O:19]=[C:11]([CH2:10][CH2:9][C:8](=[O:20])[C:5]1[CH:6]=[CH:7][C:2]([N:23]2[CH2:24][CH2:25][O:21][C:22]2=[O:26])=[CH:3][CH:4]=1)[CH2:12][CH2:13][C:14]([O:16][CH2:17][CH3:18])=[O:15]. The yield is 0.100. (6) The reactants are O=[C:2]1[CH2:11][CH2:10][CH:9]2[CH:4]([CH2:5][CH:6]([C:16]([O:18][CH2:19][CH3:20])=[O:17])[N:7]([C:12]([O:14][CH3:15])=[O:13])[CH2:8]2)[CH2:3]1.[NH2:21][C:22]1[CH:29]=[CH:28][C:27](C)=[CH:26][C:23]=1[C:24]#[N:25].[C:31](O)(=O)C.C(O[BH-](OC(=O)C)OC(=O)C)(=O)C.[Na+]. The catalyst is CCCCCC.C(OCC)(=O)C. The product is [C:24]([C:23]1[C:26]([CH3:31])=[CH:27][CH:28]=[CH:29][C:22]=1[NH:21][C@H:2]1[CH2:11][CH2:10][C@@H:9]2[C@@H:4]([CH2:5][C@@H:6]([C:16]([O:18][CH2:19][CH3:20])=[O:17])[N:7]([C:12]([O:14][CH3:15])=[O:13])[CH2:8]2)[CH2:3]1)#[N:25]. The yield is 0.130.